The task is: Regression. Given a peptide amino acid sequence and an MHC pseudo amino acid sequence, predict their binding affinity value. This is MHC class II binding data.. This data is from Peptide-MHC class II binding affinity with 134,281 pairs from IEDB. (1) The peptide sequence is AALHPFALLLVLAGWK. The MHC is DRB3_0202 with pseudo-sequence DRB3_0202. The binding affinity (normalized) is 0. (2) The peptide sequence is SSWIELDEIGEDVAP. The MHC is DRB1_0401 with pseudo-sequence DRB1_0401. The binding affinity (normalized) is 0.0725.